This data is from Forward reaction prediction with 1.9M reactions from USPTO patents (1976-2016). The task is: Predict the product of the given reaction. (1) Given the reactants C(N1C2C(=CC=C(N[C:14](=[O:27])/[CH:15]=[CH:16]/[C:17]3[CH:22]=[CH:21][C:20]([C:23]([CH3:26])([CH3:25])[CH3:24])=[CH:19][CH:18]=3)C=2)C(C)(C)C1)(=O)C.C(N1C2C(=CC=C([N+]([O-])=O)C=2)C(C)(C)C1)(=[O:32])C.O.O.[Sn](Cl)Cl.Cl, predict the reaction product. The product is: [C:23]([C:20]1[CH:19]=[CH:18][C:17](/[CH:16]=[CH:15]/[C:14]([OH:27])=[O:32])=[CH:22][CH:21]=1)([CH3:24])([CH3:25])[CH3:26]. (2) The product is: [OH:26][C:21]1[CH:22]=[CH:23][CH:24]=[CH:25][C:20]=1[C:11]1[N:10]=[C:9]([N:5]2[CH2:6][CH2:7][CH2:8][C@H:3]([CH2:2][NH:1][C:35](=[O:36])[O:37][C@@H:38]3[CH2:42][CH2:41][O:40][CH2:39]3)[CH2:4]2)[C:18]2[C:13](=[CH:14][C:15]([CH3:19])=[CH:16][CH:17]=2)[N:12]=1. Given the reactants [NH2:1][CH2:2][C@H:3]1[CH2:8][CH2:7][CH2:6][N:5]([C:9]2[C:18]3[C:13](=[CH:14][C:15]([CH3:19])=[CH:16][CH:17]=3)[N:12]=[C:11]([C:20]3[CH:25]=[CH:24][CH:23]=[CH:22][C:21]=3[OH:26])[N:10]=2)[CH2:4]1.C(N(CC)CC)C.Cl[C:35]([O:37][C@@H:38]1[CH2:42][CH2:41][O:40][CH2:39]1)=[O:36], predict the reaction product. (3) Given the reactants Cl[C:2]1[N:7]=[N:6][C:5]([C:8]([O:10][CH2:11][CH3:12])=[O:9])=[CH:4][CH:3]=1.[CH3:13][N:14]([CH3:20])[CH2:15][CH2:16][CH2:17][NH:18][CH3:19].[N-]=C=O, predict the reaction product. The product is: [CH3:13][N:14]([CH3:20])[CH2:15][CH2:16][CH2:17][N:18]([CH3:19])[C:2]1[N:7]=[N:6][C:5]([C:8]([O:10][CH2:11][CH3:12])=[O:9])=[CH:4][CH:3]=1. (4) Given the reactants [CH:1]1([C:9]([OH:11])=[O:10])[CH2:8][CH2:7][CH2:6][CH:5]=[CH:4][CH2:3][CH2:2]1.[CH3:12]C(C)=O.C([O-])([O-])=O.[K+].[K+].CI, predict the reaction product. The product is: [CH:1]1([C:9]([O:11][CH3:12])=[O:10])[CH2:2][CH2:3][CH2:4][CH:5]=[CH:6][CH2:7][CH2:8]1. (5) The product is: [F:14][C:12]1([F:15])[O:11][C:10]2[CH:16]=[CH:17][C:7]([NH:6][C:4](=[O:5])[C:3]3[CH:18]=[CH:19][CH:20]=[CH:21][C:2]=3[NH:1][CH2:23][C:24]3[CH:29]=[CH:28][N:27]=[C:26]([NH:30][C:31]([NH:33][CH2:34][CH3:35])=[O:32])[CH:25]=3)=[CH:8][C:9]=2[O:13]1. Given the reactants [NH2:1][C:2]1[CH:21]=[CH:20][CH:19]=[CH:18][C:3]=1[C:4]([NH:6][C:7]1[CH:17]=[CH:16][C:10]2[O:11][C:12]([F:15])([F:14])[O:13][C:9]=2[CH:8]=1)=[O:5].Cl[CH2:23][C:24]1[CH:29]=[CH:28][N:27]=[C:26]([NH:30][C:31]([NH:33][CH2:34][CH3:35])=[O:32])[CH:25]=1.C(C1C=C(C)C=C(C(C)(C)C)C=1O)(C)(C)C.[Na+].[I-].[Al], predict the reaction product. (6) Given the reactants [CH3:1][C@H:2]1[C@@H:6]([C:7]2[N:11]3[C:12]4[CH:18]=[CH:17][N:16]([S:19]([C:22]5[CH:28]=[CH:27][C:25]([CH3:26])=[CH:24][CH:23]=5)(=[O:21])=[O:20])[C:13]=4[N:14]=[CH:15][C:10]3=[N:9][CH:8]=2)[CH2:5][N:4](C(OCC2C=CC=CC=2)=O)[CH2:3]1.Br.C(O)(=O)C, predict the reaction product. The product is: [CH3:1][C@@H:2]1[CH2:3][NH:4][CH2:5][C@@H:6]1[C:7]1[N:11]2[C:12]3[CH:18]=[CH:17][N:16]([S:19]([C:22]4[CH:23]=[CH:24][C:25]([CH3:26])=[CH:27][CH:28]=4)(=[O:21])=[O:20])[C:13]=3[N:14]=[CH:15][C:10]2=[N:9][CH:8]=1. (7) Given the reactants [CH2:1]([O:8][C:9]1[CH:14]=[CH:13][C:12](Cl)=[CH:11][C:10]=1[C:16]1([C:22]2([CH:30]=[CH:29][CH:28]=[CH:27][CH2:26]2)[C:23]([OH:25])=[O:24])[CH2:20][CH:19]=[C:18]([CH3:21])[NH:17]1)[C:2]1[CH:7]=[CH:6][CH:5]=[CH:4][CH:3]=1.COC(=O)C1C=CC=C(C2N(C3C=C(Cl)C=CC=3OCC3C=CC=CC=3)C(C)=CC=2)C=1.COC(=O)C1C=CC=C(C2N(C3C=C([Br:83])C=CC=3OCC3C=CC=CC=3)C(C)=CC=2)C=1, predict the reaction product. The product is: [CH2:1]([O:8][C:9]1[CH:14]=[CH:13][C:12]([Br:83])=[CH:11][C:10]=1[C:16]1([C:22]2([CH:30]=[CH:29][CH:28]=[CH:27][CH2:26]2)[C:23]([OH:25])=[O:24])[CH2:20][CH:19]=[C:18]([CH3:21])[NH:17]1)[C:2]1[CH:7]=[CH:6][CH:5]=[CH:4][CH:3]=1.